From a dataset of Catalyst prediction with 721,799 reactions and 888 catalyst types from USPTO. Predict which catalyst facilitates the given reaction. (1) Reactant: Cl[C:2]1[CH:11]=[CH:10][C:5]([C:6]([O:8][CH3:9])=[O:7])=[CH:4][N:3]=1.[C:12]1([OH:18])[CH:17]=[CH:16][CH:15]=[CH:14][CH:13]=1. Product: [O:18]([C:2]1[CH:11]=[CH:10][C:5]([C:6]([O:8][CH3:9])=[O:7])=[CH:4][N:3]=1)[C:12]1[CH:17]=[CH:16][CH:15]=[CH:14][CH:13]=1. The catalyst class is: 74. (2) Reactant: [NH2:1][C:2]1[CH:7]=[CH:6][CH:5]=[CH:4][N:3]=1.[C:8]([N+:12]#[C-:13])([CH3:11])([CH3:10])[CH3:9].[CH:14](=[O:21])[C:15]1[CH:20]=[CH:19][CH:18]=[CH:17][CH:16]=1.[CH:22]1([C:28]([Cl:30])=[O:29])[CH2:27][CH2:26][CH2:25][CH2:24][CH2:23]1. Product: [Cl-:30].[C:8]([N:12]([C:28]([CH:22]1[CH2:27][CH2:26][CH2:25][CH2:24][CH2:23]1)=[O:29])[C:13]1[N:3]2[CH:4]=[CH:5][CH:6]=[CH:7][C:2]2=[N+:1]([C:14]([CH:15]2[CH2:20][CH2:19][CH2:18][CH2:17][CH2:16]2)=[O:21])[C:14]=1[C:15]1[CH:20]=[CH:19][CH:18]=[CH:17][CH:16]=1)([CH3:11])([CH3:10])[CH3:9]. The catalyst class is: 519. (3) Reactant: [C:1]([O:5][C:6]([NH:8][C:9]1[S:10][CH:11]=[C:12]([O:14][S:15]([C:18]([F:21])([F:20])[F:19])(=[O:17])=[O:16])[N:13]=1)=[O:7])([CH3:4])([CH3:3])[CH3:2].[CH3:22][O:23][C:24]1[CH:31]=[CH:30][C:27]([CH2:28]Cl)=[CH:26][CH:25]=1.C1CCN2C(=NCCC2)CC1. Product: [C:1]([O:5][C:6]([N:8]([CH2:28][C:27]1[CH:30]=[CH:31][C:24]([O:23][CH3:22])=[CH:25][CH:26]=1)[C:9]1[S:10][CH:11]=[C:12]([O:14][S:15]([C:18]([F:20])([F:19])[F:21])(=[O:16])=[O:17])[N:13]=1)=[O:7])([CH3:4])([CH3:2])[CH3:3]. The catalyst class is: 440. (4) Reactant: [Cl:1][C:2]1[CH:23]=[CH:22][C:5]([CH2:6][NH:7][C:8]([C:10]2[S:11](=[O:21])(=[O:20])[C:12]3[CH:19]=[CH:18][S:17][C:13]=3[N:14]([CH3:16])[N:15]=2)=[O:9])=[CH:4][CH:3]=1.CN(C=O)C.[Br:29]N1C(=O)CCC1=O. Product: [Br:29][C:18]1[S:17][C:13]2[N:14]([CH3:16])[N:15]=[C:10]([C:8]([NH:7][CH2:6][C:5]3[CH:22]=[CH:23][C:2]([Cl:1])=[CH:3][CH:4]=3)=[O:9])[S:11](=[O:21])(=[O:20])[C:12]=2[CH:19]=1. The catalyst class is: 2.